Dataset: Reaction yield outcomes from USPTO patents with 853,638 reactions. Task: Predict the reaction yield, written as a fraction of the theoretical maximum amount of product (1.0 means a 100% yield; for example, 0.34 means a 34% yield). (1) The reactants are [NH2:1][C:2]1[C:10]2[C:5](=[N:6][CH:7]=[C:8]([Br:25])[C:9]=2[N:11]2[CH2:16][CH2:15][CH2:14][C@@H:13]([NH:17][C:18](=[O:24])[O:19][C:20]([CH3:23])([CH3:22])[CH3:21])[CH2:12]2)[NH:4][CH:3]=1.[F:26][CH2:27][CH2:28][C:29](O)=[O:30].C1N(P(Cl)(N2C(=O)OCC2)=O)C(=O)OC1.C(N(CC)CC)C.[Li+].[OH-]. The catalyst is C(Cl)Cl.CC#N.O.O. The product is [Br:25][C:8]1[C:9]([N:11]2[CH2:16][CH2:15][CH2:14][C@@H:13]([NH:17][C:18](=[O:24])[O:19][C:20]([CH3:21])([CH3:22])[CH3:23])[CH2:12]2)=[C:10]2[C:2]([NH:1][C:29](=[O:30])[CH2:28][CH2:27][F:26])=[CH:3][NH:4][C:5]2=[N:6][CH:7]=1. The yield is 0.150. (2) The reactants are COCCOC.[Cl:7][C:8]1[CH:9]=[CH:10][C:11](I)=[C:12]([C:14]([C:16]2[C:21]([F:22])=[CH:20][CH:19]=[CH:18][C:17]=2[F:23])=[O:15])[CH:13]=1.[C:25]([O:29][C:30]([NH:32][CH2:33][C:34]1[C:35](B(O)O)=[CH:36][C:37]([Cl:40])=[N:38][CH:39]=1)=[O:31])([CH3:28])([CH3:27])[CH3:26].C(=O)([O-])[O-].[Na+].[Na+]. The catalyst is O.C(Cl)Cl.[Pd].C1(P(C2C=CC=CC=2)C2C=CC=CC=2)C=CC=CC=1.C1(P(C2C=CC=CC=2)C2C=CC=CC=2)C=CC=CC=1.C1(P(C2C=CC=CC=2)C2C=CC=CC=2)C=CC=CC=1.C1(P(C2C=CC=CC=2)C2C=CC=CC=2)C=CC=CC=1. The product is [C:25]([O:29][C:30](=[O:31])[NH:32][CH2:33][C:34]1[CH:39]=[N:38][C:37]([Cl:40])=[CH:36][C:35]=1[C:11]1[CH:10]=[CH:9][C:8]([Cl:7])=[CH:13][C:12]=1[C:14](=[O:15])[C:16]1[C:21]([F:22])=[CH:20][CH:19]=[CH:18][C:17]=1[F:23])([CH3:28])([CH3:26])[CH3:27]. The yield is 0.240. (3) The reactants are [C:1]([O:5][C:6]([NH:8][C@@H:9]([C:11]([OH:13])=O)[CH3:10])=[O:7])([CH3:4])([CH3:3])[CH3:2].O.ON1C2C=CC=CC=2N=N1.Cl.CN(C)CCCN=C=NCC.O[NH:38][C:39](=[NH:41])[CH3:40]. The catalyst is O.CS(C)=O. The product is [CH3:40][C:39]1[N:41]=[C:11]([C@H:9]([NH:8][C:6](=[O:7])[O:5][C:1]([CH3:2])([CH3:3])[CH3:4])[CH3:10])[O:13][N:38]=1. The yield is 0.800. (4) The reactants are [O:1]1[C:5]2=[CH:6][N:7]=[C:8]([CH:10]=[O:11])[CH:9]=[C:4]2[CH:3]=[CH:2]1.[CH3:12][Mg]Br.Cl.C(=O)([O-])O.[Na+]. The catalyst is O1CCCC1. The product is [O:1]1[C:5]2=[CH:6][N:7]=[C:8]([CH:10]([OH:11])[CH3:12])[CH:9]=[C:4]2[CH:3]=[CH:2]1. The yield is 0.660. (5) The reactants are Cl[C:2]1[N:7]=[C:6]([C:8]2[C:9]([C:18]3[CH:19]=[C:20]([NH:24][C:25](=[O:32])[CH2:26][C:27]4[S:28][CH:29]=[CH:30][CH:31]=4)[CH:21]=[CH:22][CH:23]=3)=[N:10][N:11]3[CH:16]=[C:15]([CH3:17])[CH:14]=[CH:13][C:12]=23)[CH:5]=[CH:4][N:3]=1.C(N1CCN([C:42]2[CH:47]=[CH:46][C:45]([NH2:48])=[CH:44][CH:43]=2)CC1)(=O)C.Cl.O1[CH2:55][CH2:54]OCC1. The catalyst is CC(O)C. The product is [CH3:17][C:15]1[CH:14]=[CH:13][C:12]2[N:11]([N:10]=[C:9]([C:18]3[CH:19]=[C:20]([NH:24][C:25](=[O:32])[CH2:26][C:27]4[S:28][CH:29]=[CH:30][CH:31]=4)[CH:21]=[CH:22][CH:23]=3)[C:8]=2[C:6]2[CH:5]=[CH:4][N:3]=[C:2]([NH:48][C:45]3[CH:44]=[CH:43][CH:42]=[C:47]([CH2:2][N:3]4[CH2:55][CH2:54][CH2:5][CH2:4]4)[CH:46]=3)[N:7]=2)[CH:16]=1. The yield is 0.500. (6) The reactants are C1CC1.[H-].[Na+].Cl[C:7]1[N:8]=[CH:9][C:10]([C:13]([NH:15][C:16]2[CH:17]=[CH:18][C:19]3[O:42][CH2:41][CH2:40][C@H:23]4[S:24](=[O:39])(=[O:38])[C:25]([CH3:37])([CH3:36])[C:26]([NH:28][C:29](=[O:35])[O:30][C:31]([CH3:34])([CH3:33])[CH3:32])=[N:27][C@:22]4([CH3:43])[C:20]=3[CH:21]=2)=[O:14])=[N:11][CH:12]=1.[Cl-].[NH4+].[CH2:46]1[CH2:50][O:49][CH2:48][CH2:47]1. No catalyst specified. The product is [CH:46]1([CH2:50][O:49][C:7]2[N:8]=[CH:9][C:10]([C:13]([NH:15][C:16]3[CH:17]=[CH:18][C:19]4[O:42][CH2:41][CH2:40][C@H:23]5[S:24](=[O:39])(=[O:38])[C:25]([CH3:37])([CH3:36])[C:26]([NH:28][C:29](=[O:35])[O:30][C:31]([CH3:34])([CH3:33])[CH3:32])=[N:27][C@:22]5([CH3:43])[C:20]=4[CH:21]=3)=[O:14])=[N:11][CH:12]=2)[CH2:47][CH2:48]1. The yield is 0.830. (7) The reactants are [CH3:1][O:2][C:3]1[CH:17]=[CH:16][C:6]([CH2:7]P(=O)(OCC)OCC)=[CH:5][C:4]=1[N+:18]([O-:20])=[O:19].[H-].[Na+].O=[C:24]1[CH2:29][CH2:28][CH2:27][N:26]([C:30]([O:32][C:33]([CH3:36])([CH3:35])[CH3:34])=[O:31])[CH2:25]1. The catalyst is C1COCC1.O. The product is [CH3:1][O:2][C:3]1[CH:17]=[CH:16][C:6]([CH:7]=[C:28]2[CH2:29][CH2:24][CH2:25][N:26]([C:30]([O:32][C:33]([CH3:36])([CH3:35])[CH3:34])=[O:31])[CH2:27]2)=[CH:5][C:4]=1[N+:18]([O-:20])=[O:19]. The yield is 0.490. (8) The yield is 0.310. The catalyst is O1CCCC1. The reactants are [CH2:1]([O:3][C:4]([C:6]1[C:10]([CH3:11])=[CH:9][NH:8][C:7]=1[CH2:12][CH2:13][C:14](=O)[NH:15][CH2:16][CH2:17][NH:18][C:19](=O)[CH3:20])=[O:5])[CH3:2].B. The product is [CH2:1]([O:3][C:4]([C:6]1[C:10]([CH3:11])=[CH:9][NH:8][C:7]=1[CH2:12][CH2:13][CH2:14][NH:15][CH2:16][CH2:17][NH:18][CH2:19][CH3:20])=[O:5])[CH3:2].